Dataset: Catalyst prediction with 721,799 reactions and 888 catalyst types from USPTO. Task: Predict which catalyst facilitates the given reaction. (1) Reactant: [NH2:1][CH2:2][CH2:3][C:4]1([C:9]([NH:11][C@@H:12]([CH2:16][C:17]2[CH:22]=[CH:21][C:20]([NH:23][C:24](=[O:33])[C:25]3[C:30]([Cl:31])=[CH:29][CH:28]=[CH:27][C:26]=3[Cl:32])=[CH:19][CH:18]=2)[C:13]([OH:15])=[O:14])=[O:10])[CH2:8][CH2:7][CH2:6][CH2:5]1.O=C1CCC(=O)N1[O:41][C:42](=O)[CH2:43][CH2:44][O:45][CH2:46][CH2:47][O:48][CH2:49][CH2:50][O:51][CH2:52][CH2:53][O:54][CH2:55][CH2:56][NH:57][C:58](=[O:68])[CH2:59][CH2:60][N:61]1[C:65](=[O:66])[CH:64]=[CH:63][C:62]1=[O:67].CCN(C(C)C)C(C)C. Product: [Cl:31][C:30]1[CH:29]=[CH:28][CH:27]=[C:26]([Cl:32])[C:25]=1[C:24]([NH:23][C:20]1[CH:19]=[CH:18][C:17]([CH2:16][C@H:12]([NH:11][C:9]([C:4]2([CH2:3][CH2:2][NH:1][C:42](=[O:41])[CH2:43][CH2:44][O:45][CH2:46][CH2:47][O:48][CH2:49][CH2:50][O:51][CH2:52][CH2:53][O:54][CH2:55][CH2:56][NH:57][C:58](=[O:68])[CH2:59][CH2:60][N:61]3[C:65](=[O:66])[CH:64]=[CH:63][C:62]3=[O:67])[CH2:8][CH2:7][CH2:6][CH2:5]2)=[O:10])[C:13]([OH:15])=[O:14])=[CH:22][CH:21]=1)=[O:33]. The catalyst class is: 16. (2) Reactant: C([O:3][C:4]([C:6]1[CH:7]=[C:8]2[C:13](=[CH:14][CH:15]=1)[NH:12][C:11]([C:16]1[CH:21]=[CH:20][CH:19]=[CH:18][CH:17]=1)=[CH:10][C:9]2=[O:22])=[O:5])C.[OH-].[Na+]. Product: [O:22]=[C:9]1[C:8]2[C:13](=[CH:14][CH:15]=[C:6]([C:4]([OH:5])=[O:3])[CH:7]=2)[NH:12][C:11]([C:16]2[CH:17]=[CH:18][CH:19]=[CH:20][CH:21]=2)=[CH:10]1. The catalyst class is: 8.